This data is from TCR-epitope binding with 47,182 pairs between 192 epitopes and 23,139 TCRs. The task is: Binary Classification. Given a T-cell receptor sequence (or CDR3 region) and an epitope sequence, predict whether binding occurs between them. (1) The epitope is GLCTLVAML. The TCR CDR3 sequence is CASSLGFVNTEAFF. Result: 0 (the TCR does not bind to the epitope). (2) The epitope is AMFWSVPTV. The TCR CDR3 sequence is CASSLVPPADTQYF. Result: 0 (the TCR does not bind to the epitope). (3) The epitope is YVLDHLIVV. The TCR CDR3 sequence is CASSQVPGGSGPNTEAFF. Result: 0 (the TCR does not bind to the epitope).